This data is from Full USPTO retrosynthesis dataset with 1.9M reactions from patents (1976-2016). The task is: Predict the reactants needed to synthesize the given product. (1) Given the product [NH:3]1[C:4]2[C:9](=[CH:8][CH:7]=[C:6]([C:17]([NH2:19])=[O:18])[CH:5]=2)[CH:10]=[CH:2]1, predict the reactants needed to synthesize it. The reactants are: Br[C:2]1[NH:3][C:4]2[C:9]([C:10]=1C1CCCCC1)=[CH:8][CH:7]=[C:6]([C:17]([NH:19]S(N(C)C)(=O)=O)=[O:18])[CH:5]=2.COC1C=CC(B(O)O)=C(C=O)C=1.[Li+].[Cl-].C([O-])([O-])=O.[Na+].[Na+]. (2) Given the product [C:1]12([NH:11][C:19](=[O:22])[CH:20]=[CH2:21])[CH2:8][CH:7]3[CH2:6][CH:5]([CH2:4][CH:3]([CH2:9]3)[CH2:2]1)[CH2:10]2, predict the reactants needed to synthesize it. The reactants are: [C:1]12([NH2:11])[CH2:10][CH:5]3[CH2:6][CH:7]([CH2:9][CH:3]([CH2:4]3)[CH2:2]1)[CH2:8]2.C(N(CC)CC)C.[C:19](Cl)(=[O:22])[CH:20]=[CH2:21].